From a dataset of Catalyst prediction with 721,799 reactions and 888 catalyst types from USPTO. Predict which catalyst facilitates the given reaction. Reactant: OC[C:3]1([C:10]2[CH:15]=[CH:14][CH:13]=[CH:12][CH:11]=2)[CH2:8][CH2:7]C(=O)CC1.C1([NH2:19])CC1.C(O)(=O)C.[BH-](OC(C)=O)(OC(C)=O)OC(C)=O.[Na+]. Product: [CH2:7]1[C@@H:8]([NH2:19])[C@@H:3]1[C:10]1[CH:11]=[CH:12][CH:13]=[CH:14][CH:15]=1. The catalyst class is: 839.